Dataset: Peptide-MHC class I binding affinity with 185,985 pairs from IEDB/IMGT. Task: Regression. Given a peptide amino acid sequence and an MHC pseudo amino acid sequence, predict their binding affinity value. This is MHC class I binding data. (1) The peptide sequence is SRQFGFIVL. The binding affinity (normalized) is 0. The MHC is H-2-Db with pseudo-sequence H-2-Db. (2) The binding affinity (normalized) is 0.246. The MHC is HLA-A68:01 with pseudo-sequence HLA-A68:01. The peptide sequence is ELIRRVRRY. (3) The peptide sequence is ILNRETLLDFV. The MHC is HLA-A11:01 with pseudo-sequence HLA-A11:01. The binding affinity (normalized) is 0.0847.